From a dataset of Catalyst prediction with 721,799 reactions and 888 catalyst types from USPTO. Predict which catalyst facilitates the given reaction. Reactant: [NH:1]1[CH:5]=[C:4]([C@H:6]2[CH2:11][CH2:10][CH2:9][CH2:8][C@@H:7]2[OH:12])[CH:3]=[N:2]1.[CH3:13][O:14][CH2:15]Cl. Product: [CH3:13][O:14][CH2:15][N:1]1[CH:5]=[C:4]([C@H:6]2[CH2:11][CH2:10][CH2:9][CH2:8][C@@H:7]2[OH:12])[CH:3]=[N:2]1. The catalyst class is: 3.